From a dataset of Full USPTO retrosynthesis dataset with 1.9M reactions from patents (1976-2016). Predict the reactants needed to synthesize the given product. (1) Given the product [O:1]1[CH2:6][CH2:5][CH:4]([CH2:7][C:8]([CH3:10])=[O:9])[CH2:3][CH2:2]1, predict the reactants needed to synthesize it. The reactants are: [O:1]1[CH2:6][CH2:5][C:4](=[CH:7][C:8]([CH3:10])=[O:9])[CH2:3][CH2:2]1. (2) Given the product [OH:17][C:18]12[CH2:27][CH:22]3[CH2:23][CH:24]([CH2:26][CH:20]([CH:21]3[N:28]([CH3:29])[C:11](=[O:13])[C:10]3[CH:14]=[CH:15][CH:16]=[C:8]([O:7][CH:4]4[CH2:3][CH2:2][O:1][CH2:6][CH2:5]4)[CH:9]=3)[CH2:19]1)[CH2:25]2, predict the reactants needed to synthesize it. The reactants are: [O:1]1[CH2:6][CH2:5][CH:4]([O:7][C:8]2[CH:9]=[C:10]([CH:14]=[CH:15][CH:16]=2)[C:11]([OH:13])=O)[CH2:3][CH2:2]1.[OH:17][C:18]12[CH2:27][CH:22]3[CH2:23][CH:24]([CH2:26][CH:20]([CH:21]3[NH:28][CH3:29])[CH2:19]1)[CH2:25]2. (3) Given the product [CH2:22]([O:24][C:25]1[CH:26]=[C:27]([C@H:31]([NH:33][CH:17]2[CH2:18][CH2:19][C@H:15]([C:12]3[CH:13]=[CH:14][C:9]([C:7]([N:1]4[CH2:6][CH2:5][O:4][CH2:3][CH2:2]4)=[O:8])=[CH:10][CH:11]=3)[CH2:16]2)[CH3:32])[CH:28]=[CH:29][CH:30]=1)[CH3:23], predict the reactants needed to synthesize it. The reactants are: [N:1]1([C:7]([C:9]2[CH:14]=[CH:13][C:12]([C@H:15]3[CH2:19][CH2:18][C:17](=O)[CH2:16]3)=[CH:11][CH:10]=2)=[O:8])[CH2:6][CH2:5][O:4][CH2:3][CH2:2]1.Cl.[CH2:22]([O:24][C:25]1[CH:26]=[C:27]([C@H:31]([NH2:33])[CH3:32])[CH:28]=[CH:29][CH:30]=1)[CH3:23].